Task: Predict the reaction yield, written as a fraction of the theoretical maximum amount of product (1.0 means a 100% yield; for example, 0.34 means a 34% yield).. Dataset: Reaction yield outcomes from USPTO patents with 853,638 reactions The reactants are [H-].[H-].[H-].[H-].[Li+].[Al+3].[CH3:7][CH:8]1[CH2:13][CH2:12][CH2:11][CH:10]([CH2:14][CH2:15][C:16](O)=[O:17])[CH2:9]1.S([O-])([O-])(=O)=O.[Na+].[Na+]. The catalyst is C(OCC)C. The product is [CH3:7][CH:8]1[CH2:13][CH2:12][CH2:11][CH:10]([CH2:14][CH2:15][CH2:16][OH:17])[CH2:9]1. The yield is 0.610.